The task is: Predict the product of the given reaction.. This data is from Forward reaction prediction with 1.9M reactions from USPTO patents (1976-2016). (1) Given the reactants Br[C:2]1[CH:3]=[C:4]([CH:8]2[O:12]CCO2)[CH:5]=[CH:6][CH:7]=1.[Li]CCCC.[C:18]1([S:24][S:24][C:18]2[CH:23]=[CH:22][CH:21]=[CH:20][CH:19]=2)[CH:23]=[CH:22][CH:21]=[CH:20][CH:19]=1, predict the reaction product. The product is: [C:18]1([S:24][C:2]2[CH:3]=[C:4]([CH:5]=[CH:6][CH:7]=2)[CH:8]=[O:12])[CH:23]=[CH:22][CH:21]=[CH:20][CH:19]=1. (2) Given the reactants S(Cl)(Cl)=O.[CH:5]1([CH2:8][C:9]([OH:11])=O)[CH2:7][CH2:6]1.[Cl:12][C:13]1[C:18]([N:19]2[CH2:24][CH2:23][CH:22]([C:25]3[CH:30]=[CH:29][CH:28]=[C:27]([Cl:31])[C:26]=3[Cl:32])[CH2:21][CH2:20]2)=[CH:17][N:16]=[N:15][C:14]=1[NH:33][NH2:34].C(=O)(O)[O-].[Na+], predict the reaction product. The product is: [Cl:12][C:13]1[C:18]([N:19]2[CH2:24][CH2:23][CH:22]([C:25]3[CH:30]=[CH:29][CH:28]=[C:27]([Cl:31])[C:26]=3[Cl:32])[CH2:21][CH2:20]2)=[CH:17][N:16]=[N:15][C:14]=1[NH:33][NH:34][C:9](=[O:11])[CH2:8][CH:5]1[CH2:6][CH2:7]1. (3) Given the reactants [NH2:1][C:2]1[N:11]=[C:10]([NH2:12])[C:9]2[C:4](=[N:5][CH:6]=[C:7]([CH2:13][N:14]([CH3:24])[C:15]3[CH:16]=[C:17]([CH:21]=[CH:22][CH:23]=3)[C:18]([OH:20])=O)[N:8]=2)[N:3]=1.[NH3:25].CCOC(C)=O, predict the reaction product. The product is: [NH2:1][C:2]1[N:11]=[C:10]([NH2:12])[C:9]2[C:4](=[N:5][CH:6]=[C:7]([CH2:13][N:14]([CH3:24])[C:15]3[CH:16]=[C:17]([CH:21]=[CH:22][CH:23]=3)[C:18]([NH2:25])=[O:20])[N:8]=2)[N:3]=1.